From a dataset of Peptide-MHC class I binding affinity with 185,985 pairs from IEDB/IMGT. Regression. Given a peptide amino acid sequence and an MHC pseudo amino acid sequence, predict their binding affinity value. This is MHC class I binding data. (1) The peptide sequence is IVQYENLKY. The MHC is HLA-A01:01 with pseudo-sequence HLA-A01:01. The binding affinity (normalized) is 0.197. (2) The peptide sequence is FMLNVSYLC. The MHC is HLA-A02:03 with pseudo-sequence HLA-A02:03. The binding affinity (normalized) is 0.340. (3) The peptide sequence is MVSAGSGEV. The MHC is HLA-A68:02 with pseudo-sequence HLA-A68:02. The binding affinity (normalized) is 0.687. (4) The MHC is HLA-A01:01 with pseudo-sequence HLA-A01:01. The peptide sequence is AVEGGLYPV. The binding affinity (normalized) is 0.213. (5) The binding affinity (normalized) is 0.229. The MHC is HLA-A68:02 with pseudo-sequence HLA-A68:02. The peptide sequence is RAEDTAVYYCA. (6) The peptide sequence is ENAVWDQFK. The MHC is HLA-A68:01 with pseudo-sequence HLA-A68:01. The binding affinity (normalized) is 0.490. (7) The MHC is Mamu-B52 with pseudo-sequence Mamu-B52. The peptide sequence is REFPTAFEF. The binding affinity (normalized) is 0.623. (8) The peptide sequence is KVASAGISY. The MHC is HLA-A30:02 with pseudo-sequence HLA-A30:02. The binding affinity (normalized) is 0.658.